This data is from Full USPTO retrosynthesis dataset with 1.9M reactions from patents (1976-2016). The task is: Predict the reactants needed to synthesize the given product. (1) The reactants are: [Br:1][C:2]1[CH:10]=[C:9]2[C:5]([CH:6]=[CH:7][NH:8]2)=[CH:4][CH:3]=1.[H-].[Na+].[CH:13]([Si:16](Cl)([CH:20]([CH3:22])[CH3:21])[CH:17]([CH3:19])[CH3:18])([CH3:15])[CH3:14]. Given the product [Br:1][C:2]1[CH:10]=[C:9]2[C:5]([CH:6]=[CH:7][N:8]2[Si:16]([CH:20]([CH3:22])[CH3:21])([CH:17]([CH3:19])[CH3:18])[CH:13]([CH3:15])[CH3:14])=[CH:4][CH:3]=1, predict the reactants needed to synthesize it. (2) Given the product [NH2:1][C:2]1[N:7]=[C:6]2[N:8]([C@@H:12]3[O:16][C@H:15]([CH2:17][OH:18])[CH:14]([OH:28])[CH2:13]3)[N:9]=[C:10]([I:11])[C:5]2=[C:4]([O:38][CH3:39])[N:3]=1, predict the reactants needed to synthesize it. The reactants are: [NH2:1][C:2]1[N:7]=[C:6]2[N:8]([C@@H:12]3[O:16][C@H:15]([CH2:17][O:18]C(=O)C4C=CC(C)=CC=4)[CH:14]([O:28]C(C4C=CC(C)=CC=4)=O)[CH2:13]3)[N:9]=[C:10]([I:11])[C:5]2=[C:4]([O:38][CH3:39])[N:3]=1.C[O-].[Na+].C(O)(=O)C. (3) Given the product [Cl:1][C:2]1[CH:9]=[C:8]([C:10]2[C:14]([CH3:15])=[N:13][NH:12][C:11]=2[CH3:22])[CH:7]=[CH:6][C:3]=1[C:4]#[N:5], predict the reactants needed to synthesize it. The reactants are: [Cl:1][C:2]1[CH:9]=[C:8]([C:10]2[C:11]([CH3:22])=[N:12][N:13](C3CCCCO3)[C:14]=2[CH3:15])[CH:7]=[CH:6][C:3]=1[C:4]#[N:5].[OH-].[Na+]. (4) Given the product [Cl:17][C:18]1[CH:19]=[C:20]([C:21]2[N:22]=[C:9]([C:8]3[CH:12]=[C:13]([O:15][CH3:16])[N:14]=[C:6]([CH:1]4[CH2:2][CH2:3][CH2:4][CH2:5]4)[CH:7]=3)[O:11][N:24]=2)[CH:25]=[C:26]([O:35][CH3:36])[C:27]=1[O:28][CH2:29][CH2:30][NH:37][CH2:38][C:39]([OH:41])=[O:40], predict the reactants needed to synthesize it. The reactants are: [CH:1]1([C:6]2[CH:7]=[C:8]([CH:12]=[C:13]([O:15][CH3:16])[N:14]=2)[C:9]([OH:11])=O)[CH2:5][CH2:4][CH2:3][CH2:2]1.[Cl:17][C:18]1[CH:19]=[C:20]([CH:25]=[C:26]([O:35][CH3:36])[C:27]=1[O:28][CH2:29][CH:30](OC)OC)[C:21](=[NH:24])[NH:22]O.[NH2:37][CH2:38][C:39]([O:41]CC)=[O:40]. (5) Given the product [OH:12][CH2:14][CH2:9][CH2:8][O:11][C:2]1[CH:7]=[CH:6][N:5]=[CH:4][CH:3]=1, predict the reactants needed to synthesize it. The reactants are: Cl[C:2]1[CH:7]=[CH:6][N:5]=[CH:4][CH:3]=1.[CH2:8]([OH:11])[CH2:9]O.[OH-:12].[Na+].[CH3:14]S(C)=O. (6) The reactants are: [CH3:1][S:2](Cl)(=[O:4])=[O:3].[OH:6][CH2:7][CH2:8][CH2:9][C:10]1[NH:11][C:12]2[CH:13]=[CH:14][C:15]([N+:23]([O-:25])=[O:24])=[C:16]([C:19]([O:21][CH3:22])=[O:20])[C:17]=2[CH:18]=1. Given the product [CH3:1][S:2]([O:6][CH2:7][CH2:8][CH2:9][C:10]1[NH:11][C:12]2[CH:13]=[CH:14][C:15]([N+:23]([O-:25])=[O:24])=[C:16]([C:19]([O:21][CH3:22])=[O:20])[C:17]=2[CH:18]=1)(=[O:4])=[O:3], predict the reactants needed to synthesize it.